Task: Regression. Given a target protein amino acid sequence and a drug SMILES string, predict the binding affinity score between them. We predict pIC50 (pIC50 = -log10(IC50 in M); higher means more potent). Dataset: bindingdb_ic50.. Dataset: Drug-target binding data from BindingDB using IC50 measurements The drug is Cc1cncc(-c2cc3c(cn2)cnn3-c2cccc(C3CCCC(N)C3)n2)n1. The target protein sequence is MGPAAPLALPPPALPDPAGEPARGQPRQRPQSSSDSPSALRASRSQSRNATRSLSPGRRLSPSSLRRRCCSSRHRRRTDTLEVGMLLSKINSLAHLRARPCNDLHATKLAPGKEKEPLESQYQVGPLLGSGGFGSVYSGIRVADNLPVAIKHVEKDRISDWGELPNGTRVPMEVVLLKKVSSDFSGVIRLLDWFERPDSFVLILERPEPVQDLFDFITERGALQEDLARGFFWQVLEAVRHCHNCGVLHRDIKDENILIDLSRGEIKLIDFGSGALLKDTVYTDFDGTRVYSPPEWIRYHRYHGRSAAVWSLGILLYDMVCGDIPFEHDEEIIKGQVFFRQTVSSECQHLIKWCLSLRPSDRPSFEEIRNHPWMQGDLLPQAASEIHLHSLSPGSSK. The pIC50 is 6.3.